Task: Regression. Given a peptide amino acid sequence and an MHC pseudo amino acid sequence, predict their binding affinity value. This is MHC class II binding data.. Dataset: Peptide-MHC class II binding affinity with 134,281 pairs from IEDB The peptide sequence is SVVGWPTVRERMRRA. The MHC is DRB1_0405 with pseudo-sequence DRB1_0405. The binding affinity (normalized) is 0.577.